Dataset: Forward reaction prediction with 1.9M reactions from USPTO patents (1976-2016). Task: Predict the product of the given reaction. (1) Given the reactants O=[C:2]1[NH:7][C:6]2[CH:8]=[CH:9][CH:10]=[C:11]([C:12](O)=[O:13])[C:5]=2[O:4][CH2:3]1.S(C)C.[NH4+].[Cl-], predict the reaction product. The product is: [O:4]1[C:5]2[C:11]([CH2:12][OH:13])=[CH:10][CH:9]=[CH:8][C:6]=2[NH:7][CH2:2][CH2:3]1. (2) Given the reactants [C:1]([O:5][C:6]([NH:8][C@@H:9]([CH2:22][C@H:23]([CH2:27][O:28][CH2:29][C:30]1[CH:35]=[CH:34][CH:33]=[CH:32][CH:31]=1)[CH:24]([CH3:26])[CH3:25])[C@@H:10]([OH:21])CC(=C)C(NCCCC)=O)=[O:7])([CH3:4])([CH3:3])[CH3:2].[C:36]([O:40]C(N[C@@H](C[C@H](COCC1C=CC=CC=1)C(C)C)[C@H](O)CC(=C)C(NCCCC)=O)=O)(C)(C)C, predict the reaction product. The product is: [CH3:36][O:40][C:10](=[O:21])[C@@H:9]([NH:8][C:6]([O:5][C:1]([CH3:3])([CH3:2])[CH3:4])=[O:7])[CH2:22][C@@H:23]([CH2:27][O:28][CH2:29][C:30]1[CH:31]=[CH:32][CH:33]=[CH:34][CH:35]=1)[CH:24]([CH3:25])[CH3:26]. (3) Given the reactants [Cl:1][C:2]1[CH:7]=[CH:6][C:5]([N:8]2[C:16]([C:17]([NH:19][CH3:20])=[O:18])=[C:15]3[C:10]([CH:11]=[C:12]([N:24]([S:30]([CH3:33])(=[O:32])=[O:31])[CH2:25][CH2:26][CH2:27][CH:28]=[CH2:29])[C:13]([CH:21]4[CH2:23][CH2:22]4)=[CH:14]3)=[N:9]2)=[CH:4][CH:3]=1.[OH:34][CH2:35][CH:36]([CH:40]([OH:42])[CH3:41])[CH2:37][CH2:38]O.C[C:44](C)([O-:46])C.[K+].C1(C)C=CC(S(Cl)(=O)=O)=CC=1.[Cl-].[NH4+], predict the reaction product. The product is: [Cl:1][C:2]1[CH:7]=[CH:6][C:5]([N:8]2[C:16]([C:17]([NH:19][CH3:20])=[O:18])=[C:15]3[C:10]([CH:11]=[C:12]([N:24]([CH2:38][CH2:37][CH:36]([CH2:35][OH:34])[CH:40]([OH:42])[CH3:41])[S:30]([CH3:33])(=[O:32])=[O:31])[C:13]([CH:21]4[CH2:23][CH2:22]4)=[CH:14]3)=[N:9]2)=[CH:4][CH:3]=1.[Cl:1][C:2]1[CH:7]=[CH:6][C:5]([N:8]2[C:16]([C:17]([NH:19][CH3:20])=[O:18])=[C:15]3[C:10]([CH:11]=[C:12]([N:24]([CH2:25][CH2:26][CH:27]4[CH2:44][O:46][CH:28]4[CH3:29])[S:30]([CH3:33])(=[O:32])=[O:31])[C:13]([CH:21]4[CH2:23][CH2:22]4)=[CH:14]3)=[N:9]2)=[CH:4][CH:3]=1. (4) Given the reactants [Cl:1][C:2]1[S:6][C:5]([C:7]([NH:9][CH2:10][CH:11]2[C:19]3[C:14](=[CH:15][C:16]([C:20]([OH:22])=O)=[CH:17][CH:18]=3)[NH:13][CH2:12]2)=[O:8])=[CH:4][CH:3]=1.[CH3:23][NH:24][CH3:25].Cl.CCN=C=NCCCN(C)C.C1C=CC2N(O)N=NC=2C=1.CCN(C(C)C)C(C)C, predict the reaction product. The product is: [CH3:23][N:24]([CH3:25])[C:20]([C:16]1[CH:15]=[C:14]2[C:19]([CH:11]([CH2:10][NH:9][C:7]([C:5]3[S:6][C:2]([Cl:1])=[CH:3][CH:4]=3)=[O:8])[CH2:12][NH:13]2)=[CH:18][CH:17]=1)=[O:22]. (5) Given the reactants [CH3:1][O:2][C:3](=[O:18])[C:4]1[CH:9]=[C:8]([N+:10]([O-:12])=[O:11])[C:7](OC)=[C:6]([N+:15]([O-:17])=[O:16])[CH:5]=1.[F:19]C1C([N+]([O-])=O)=CC([N+]([O-])=O)=CC=1C(O)=O, predict the reaction product. The product is: [F:19][C:5]1[C:6]([N+:15]([O-:17])=[O:16])=[CH:7][C:8]([N+:10]([O-:12])=[O:11])=[CH:9][C:4]=1[C:3]([O:2][CH3:1])=[O:18].